Dataset: Reaction yield outcomes from USPTO patents with 853,638 reactions. Task: Predict the reaction yield, written as a fraction of the theoretical maximum amount of product (1.0 means a 100% yield; for example, 0.34 means a 34% yield). (1) The reactants are Cl[C:2]1[N:3]=[C:4]2[CH:19]=[CH:18][CH:17]=[N:16][C:5]2=[N:6][C:7]=1[C:8]#[C:9][C:10]1[CH:15]=[CH:14][CH:13]=[CH:12][CH:11]=1.Cl[C:21]1N=[C:23]2[CH:31]=[CH:30]C=N[C:24]2=[N:25][C:26]=1Cl.C1(C#C)C=CC=CC=1.C(N(CC)CC)C.C1(P(C2C=CC=CC=2)C2C=CC=CC=2)C=CC=CC=1.CS(C)=[O:68]. The catalyst is C([O-])(=O)C.[Pd+2].C([O-])(=O)C. The product is [C:10]1([C:9]#[C:8][C:7]2[N:6]=[C:5]3[N:16]=[CH:17][CH:18]=[CH:19][C:4]3=[N:3][C:2]=2[O:68][CH2:21][CH2:26][N:25]2[CH2:24][CH2:23][CH2:31][CH2:30]2)[CH:15]=[CH:14][CH:13]=[CH:12][CH:11]=1. The yield is 0.830. (2) The reactants are [F:1][C:2]([F:23])([F:22])[C:3]1[CH:4]=[CH:5][C:6]2[N:10]=[C:9]([C:11]3[C:16]4[O:17][CH2:18][CH2:19][NH:20][C:15]=4[CH:14]=[CH:13][CH:12]=3)[NH:8][C:7]=2[CH:21]=1.Cl[C:25]1[C:30]([C:31]([F:34])([F:33])[F:32])=[CH:29][CH:28]=[CH:27][N:26]=1.C1(N)C=CC=CC=1.ClC1C(Cl)=CC=CN=1. No catalyst specified. The product is [F:23][C:2]([F:22])([F:1])[C:3]1[CH:4]=[CH:5][C:6]2[N:10]=[C:9]([C:11]3[C:16]4[O:17][CH2:18][CH2:19][N:20]([C:25]5[C:30]([C:31]([F:34])([F:33])[F:32])=[CH:29][CH:28]=[CH:27][N:26]=5)[C:15]=4[CH:14]=[CH:13][CH:12]=3)[NH:8][C:7]=2[CH:21]=1. The yield is 0.910. (3) The reactants are [Cl:1][C:2]1[CH:3]=[C:4]([CH:25]=[CH:26][C:27]=1[F:28])[NH:5][C:6]1[C:15]2[C:10](=[CH:11][C:12]([O:23][CH3:24])=[CH:13][C:14]=2[O:16][CH:17]2[CH2:22][CH2:21][NH:20][CH2:19][CH2:18]2)[N:9]=[CH:8][N:7]=1.[CH2:29](Br)[CH:30]=[CH2:31]. No catalyst specified. The product is [CH2:31]([N:20]1[CH2:19][CH2:18][CH:17]([O:16][C:14]2[CH:13]=[C:12]([O:23][CH3:24])[CH:11]=[C:10]3[C:15]=2[C:6]([NH:5][C:4]2[CH:25]=[CH:26][C:27]([F:28])=[C:2]([Cl:1])[CH:3]=2)=[N:7][CH:8]=[N:9]3)[CH2:22][CH2:21]1)[CH:30]=[CH2:29]. The yield is 0.450. (4) The reactants are [O:1]1[C:5]2[CH:6]=[C:7]([C:10]3([C:13]([NH:15][C:16]4[N:21]=[C:20]([C:22]5[CH:23]=[N:24][C:25]([O:28]C)=[CH:26][CH:27]=5)[CH:19]=[C:18]([CH3:30])[CH:17]=4)=[O:14])[CH2:12][CH2:11]3)[CH:8]=[CH:9][C:4]=2[CH2:3][CH2:2]1.[Si](I)(C)(C)C. The catalyst is C(#N)C.CO. The product is [O:1]1[C:5]2[CH:6]=[C:7]([C:10]3([C:13]([NH:15][C:16]4[CH:17]=[C:18]([CH3:30])[CH:19]=[C:20]([C:22]5[CH:27]=[CH:26][C:25](=[O:28])[NH:24][CH:23]=5)[N:21]=4)=[O:14])[CH2:12][CH2:11]3)[CH:8]=[CH:9][C:4]=2[CH2:3][CH2:2]1. The yield is 0.410. (5) The reactants are Cl[C:2]1[C:3]([F:22])=[CH:4][N:5]2[C:10]([C:11]=1[CH3:12])=[C:9]([CH:13]1[CH2:15][CH2:14]1)[CH:8]=[C:7]([C:16]([O:18][CH2:19][CH3:20])=[O:17])[C:6]2=[O:21].[C:23]([O:27][C:28]([NH:30][CH2:31][C:32]1[CH:37]=[CH:36][C:35](B(O)O)=[CH:34][CH:33]=1)=[O:29])([CH3:26])([CH3:25])[CH3:24]. No catalyst specified. The product is [C:23]([O:27][C:28]([NH:30][CH2:31][C:32]1[CH:37]=[CH:36][C:35]([C:2]2[C:3]([F:22])=[CH:4][N:5]3[C:10]([C:11]=2[CH3:12])=[C:9]([CH:13]2[CH2:15][CH2:14]2)[CH:8]=[C:7]([C:16]([O:18][CH2:19][CH3:20])=[O:17])[C:6]3=[O:21])=[CH:34][CH:33]=1)=[O:29])([CH3:26])([CH3:24])[CH3:25]. The yield is 1.00.